The task is: Predict the product of the given reaction.. This data is from Forward reaction prediction with 1.9M reactions from USPTO patents (1976-2016). (1) Given the reactants [OH:1][C:2]1[CH:11]=[C:10]([N+:12]([O-])=O)[CH:9]=[CH:8][C:3]=1[C:4]([O:6][CH3:7])=[O:5], predict the reaction product. The product is: [NH2:12][C:10]1[CH:9]=[CH:8][C:3]([C:4]([O:6][CH3:7])=[O:5])=[C:2]([OH:1])[CH:11]=1. (2) Given the reactants [F:1][C:2]1([CH2:8][N:9]2[CH2:14][CH2:13][CH:12]([CH2:15][O:16][C:17]3[CH:22]=[CH:21][C:20]([C:23]4C=[CH:27][C:26](C(O)=O)=[CH:25][CH:24]=4)=[CH:19][CH:18]=3)[CH2:11][CH2:10]2)[CH2:7][CH2:6][CH2:5][CH2:4][CH2:3]1.[NH:32]1[CH2:39][CH2:38][CH2:37][C@H:33]1[C:34]([NH2:36])=[O:35].[CH2:40](Cl)[CH2:41]Cl.C1C=CC2N([OH:53])N=NC=2C=1.CCN(C(C)C)C(C)C, predict the reaction product. The product is: [F:1][C:2]1([CH2:8][N:9]2[CH2:10][CH2:11][CH:12]([CH2:15][O:16][C:17]3[CH:22]=[CH:21][C:20]([C:23]4[C:40]([C:41]([N:32]5[CH2:39][CH2:38][CH2:37][C@H:33]5[C:34]([NH2:36])=[O:35])=[O:53])=[CH:27][CH:26]=[CH:25][CH:24]=4)=[CH:19][CH:18]=3)[CH2:13][CH2:14]2)[CH2:3][CH2:4][CH2:5][CH2:6][CH2:7]1. (3) Given the reactants Br[C:2]1[S:19][C:5]2[C:6]3[N:14]=[CH:13][C:12]([C:15]([O:17][CH3:18])=[O:16])=[CH:11][C:7]=3[O:8][CH2:9][CH2:10][C:4]=2[CH:3]=1.[F:20][C:21]1[C:26](B(O)O)=[CH:25][CH:24]=[CH:23][N:22]=1, predict the reaction product. The product is: [F:20][C:21]1[C:26]([C:2]2[S:19][C:5]3[C:6]4[N:14]=[CH:13][C:12]([C:15]([O:17][CH3:18])=[O:16])=[CH:11][C:7]=4[O:8][CH2:9][CH2:10][C:4]=3[CH:3]=2)=[CH:25][CH:24]=[CH:23][N:22]=1. (4) Given the reactants [CH2:1](N)C.[CH2:4]1[C@@H:16]2[C@H:7]([N:8]([CH2:17][CH2:18][NH2:19])[C:9]3[CH:10]=[CH:11][CH:12]=[CH:13][C:14]=3[CH2:15]2)[CH2:6][CH2:5]1, predict the reaction product. The product is: [CH2:13]1[C@H:14]2[C@@H:9]([N:8]([CH2:17][CH2:18][NH2:19])[C:7]3[C:16]([CH2:15]2)=[CH:4][CH:1]=[CH:5][CH:6]=3)[CH2:10][CH2:11][CH2:12]1. (5) Given the reactants [Si:1](Cl)([C:4]([CH3:7])([CH3:6])[CH3:5])([CH3:3])[CH3:2].[OH:9][CH2:10][CH:11]1[CH2:16][CH2:15][C:14]([CH:18]=[CH2:19])([OH:17])[CH2:13][CH2:12]1.N1C=CN=C1, predict the reaction product. The product is: [Si:1]([O:9][CH2:10][CH:11]1[CH2:16][CH2:15][C:14]([CH:18]=[CH2:19])([OH:17])[CH2:13][CH2:12]1)([C:4]([CH3:7])([CH3:6])[CH3:5])([CH3:3])[CH3:2]. (6) The product is: [C:52]1([CH:58]2[C:38]3[C:19](=[CH:18][CH:13]=[C:12]4[CH:17]=[CH:16][CH:41]=[CH:40][C:39]4=3)[C:20]3[C:25]2=[CH:24][CH:23]=[CH:22][CH:21]=3)[CH:57]=[CH:56][CH:55]=[CH:54][CH:53]=1. Given the reactants COC([C:12]1[CH:17]=[CH:16]C=C[C:13]=1[C:18]#[C:19][C:20]1[CH:25]=[CH:24][CH:23]=[CH:22][CH:21]=1)C#CC1C=CC=CC=1.CC(N=NC(C#N)(C)C)(C#N)C.[CH3:38][CH2:39][CH2:40][CH2:41][SnH]([CH2:38][CH2:39][CH2:40][CH3:41])[CH2:38][CH2:39][CH2:40][CH3:41].Cl.[C:52]1([CH3:58])[CH:57]=[CH:56][CH:55]=[CH:54][CH:53]=1, predict the reaction product. (7) Given the reactants [CH2:1]([O:8][C:9]1[C:10]([NH2:15])=[N:11][CH:12]=[CH:13][CH:14]=1)[C:2]1[CH:7]=[CH:6][CH:5]=[CH:4][CH:3]=1.[Br:16]Br.[OH-].[Na+], predict the reaction product. The product is: [CH2:1]([O:8][C:9]1[C:10]([NH2:15])=[N:11][CH:12]=[C:13]([Br:16])[CH:14]=1)[C:2]1[CH:3]=[CH:4][CH:5]=[CH:6][CH:7]=1.